The task is: Predict which catalyst facilitates the given reaction.. This data is from Catalyst prediction with 721,799 reactions and 888 catalyst types from USPTO. Reactant: [CH2:1]([O:8][C:9]([N:11]1[CH2:15][C@@H:14]([S:16][CH3:17])[CH2:13][C@H:12]1[CH2:18][O:19][Si](C(C)(C)C)(C)C)=[O:10])[C:2]1[CH:7]=[CH:6][CH:5]=[CH:4][CH:3]=1.[F-].C([N+](CCCC)(CCCC)CCCC)CCC.O1CCCC1. Product: [CH2:1]([O:8][C:9]([N:11]1[CH2:15][C@@H:14]([S:16][CH3:17])[CH2:13][C@H:12]1[CH2:18][OH:19])=[O:10])[C:2]1[CH:7]=[CH:6][CH:5]=[CH:4][CH:3]=1. The catalyst class is: 7.